From a dataset of Catalyst prediction with 721,799 reactions and 888 catalyst types from USPTO. Predict which catalyst facilitates the given reaction. (1) Reactant: [Si]([O:8][N:9]=[C:10]1[C:18]2[C:13](=[CH:14][C:15]([NH:19][C:20]3[C:28]4[C:23](=[CH:24][N:25]=[CH:26][CH:27]=4)[O:22][C:21]=3[C:29]3[CH:34]=[CH:33][N:32]=[CH:31][CH:30]=3)=[CH:16][CH:17]=2)[CH2:12][CH2:11]1)(C(C)(C)C)(C)C.CCCC[N+](CCCC)(CCCC)CCCC.[F-]. Product: [N:32]1[CH:31]=[CH:30][C:29]([C:21]2[O:22][C:23]3=[CH:24][N:25]=[CH:26][CH:27]=[C:28]3[C:20]=2[NH:19][C:15]2[CH:14]=[C:13]3[C:18](=[CH:17][CH:16]=2)[C:10](=[N:9][OH:8])[CH2:11][CH2:12]3)=[CH:34][CH:33]=1. The catalyst class is: 1. (2) Product: [Cl:27][C:6]1[C:7](=[O:26])[N:8]([CH2:11][CH2:12][C:13]2[CH:14]=[CH:15][C:16]([C:17]([O:19][C:20]([CH3:22])([CH3:21])[CH3:23])=[O:18])=[CH:24][CH:25]=2)[C:9]([CH3:10])=[C:4]([CH:1]2[CH2:2][CH2:3]2)[CH:5]=1. The catalyst class is: 3. Reactant: [CH:1]1([C:4]2[CH:5]=[CH:6][C:7](=[O:26])[N:8]([CH2:11][CH2:12][C:13]3[CH:25]=[CH:24][C:16]([C:17]([O:19][C:20]([CH3:23])([CH3:22])[CH3:21])=[O:18])=[CH:15][CH:14]=3)[C:9]=2[CH3:10])[CH2:3][CH2:2]1.[Cl:27]N1C(=O)N(Cl)C(=O)N(Cl)C1=O.O.C(OCC)(=O)C. (3) Reactant: [NH2:1][C:2]1[C:3]([C:7]2[N:8]([CH2:22][CH3:23])[C:9]3[C:14]([Br:15])=[CH:13][N:12]=[C:11]([CH2:16][O:17]C(=O)C)[C:10]=3[N:21]=2)=[N:4][O:5][N:6]=1.[OH-].[Na+]. Product: [NH2:1][C:2]1[C:3]([C:7]2[N:8]([CH2:22][CH3:23])[C:9]3[C:14]([Br:15])=[CH:13][N:12]=[C:11]([CH2:16][OH:17])[C:10]=3[N:21]=2)=[N:4][O:5][N:6]=1. The catalyst class is: 24. (4) Reactant: [CH:1]1([C:4]2[CH:8]=[C:7]([CH:9]3[CH2:11][CH2:10]3)[N:6]([C:12]3[CH:17]=[CH:16][C:15]([NH:18][C:19](=[O:27])[CH2:20][C:21]4[CH:26]=[CH:25][CH:24]=[CH:23][N:22]=4)=[CH:14][CH:13]=3)[N:5]=2)[CH2:3][CH2:2]1.N1C=CC=CC=1CC(O)=O.[ClH:38]. The catalyst class is: 165. Product: [ClH:38].[CH:1]1([C:4]2[CH:8]=[C:7]([CH:9]3[CH2:10][CH2:11]3)[N:6]([C:12]3[CH:17]=[CH:16][C:15]([NH:18][C:19](=[O:27])[CH2:20][C:21]4[CH:26]=[CH:25][CH:24]=[CH:23][N:22]=4)=[CH:14][CH:13]=3)[N:5]=2)[CH2:3][CH2:2]1. (5) Reactant: [NH2:1][C:2]1[CH:3]=[C:4]([C@H:8]([N:16]([CH3:28])[C:17](=[O:27])[CH2:18][C:19]2[CH:24]=[CH:23][C:22]([Cl:25])=[C:21]([Cl:26])[CH:20]=2)[CH2:9][N:10]2[CH2:14][CH2:13][C@@H:12]([OH:15])[CH2:11]2)[CH:5]=[CH:6][CH:7]=1.N1C=CC=CC=1.[C:35]([C:37]1[N:42]=[CH:41][C:40]([S:43](Cl)(=[O:45])=[O:44])=[CH:39][CH:38]=1)#[N:36]. Product: [C:35]([C:37]1[N:42]=[CH:41][C:40]([S:43]([NH:1][C:2]2[CH:3]=[C:4]([C@H:8]([N:16]([CH3:28])[C:17](=[O:27])[CH2:18][C:19]3[CH:24]=[CH:23][C:22]([Cl:25])=[C:21]([Cl:26])[CH:20]=3)[CH2:9][N:10]3[CH2:14][CH2:13][C@@H:12]([OH:15])[CH2:11]3)[CH:5]=[CH:6][CH:7]=2)(=[O:45])=[O:44])=[CH:39][CH:38]=1)#[N:36]. The catalyst class is: 4. (6) Reactant: C1(O)C=CC=CC=1.[OH:8][C:9]1[CH:10]=[CH:11][C:12]2[O:16][CH:15]3[CH:17]([C:18]([O:20][CH2:21][CH3:22])=[O:19])[CH:14]3[C:13]=2[CH:23]=1. Product: [OH:8][C:9]1[CH:10]=[CH:11][C:12]2[O:16][C@@H:15]3[C@@H:17]([C:18]([O:20][CH2:21][CH3:22])=[O:19])[C@@H:14]3[C:13]=2[CH:23]=1. The catalyst class is: 195.